Dataset: Peptide-MHC class I binding affinity with 185,985 pairs from IEDB/IMGT. Task: Regression. Given a peptide amino acid sequence and an MHC pseudo amino acid sequence, predict their binding affinity value. This is MHC class I binding data. (1) The peptide sequence is YSRPWNWTF. The MHC is HLA-B15:01 with pseudo-sequence HLA-B15:01. The binding affinity (normalized) is 0.633. (2) The peptide sequence is RLFNANAEEYHALSA. The MHC is HLA-A24:02 with pseudo-sequence HLA-A24:02. The binding affinity (normalized) is 0.